Dataset: Full USPTO retrosynthesis dataset with 1.9M reactions from patents (1976-2016). Task: Predict the reactants needed to synthesize the given product. (1) Given the product [CH3:19][C:18]1[C:4]([B:5]2[O:9][C:8]([CH3:10])([CH3:11])[C:7]([CH3:13])([CH3:12])[O:6]2)=[C:3]([Si:2]([CH3:14])([CH3:15])[CH3:1])[O:16][N:17]=1, predict the reactants needed to synthesize it. The reactants are: [CH3:1][Si:2]([CH3:15])([CH3:14])[C:3]#[C:4][B:5]1[O:9][C:8]([CH3:11])([CH3:10])[C:7]([CH3:13])([CH3:12])[O:6]1.[OH:16]/[N:17]=[C:18](\Cl)/[CH3:19].C(=O)([O-])O.[K+]. (2) Given the product [F:1][C:2]1[CH:10]=[CH:9][C:5]([C:6]([N:20]2[CH2:21][CH2:22][CH2:23][C:18]([OH:24])([C:14]3[CH:15]=[CH:16][CH:17]=[C:12]([OH:11])[CH:13]=3)[CH2:19]2)=[O:7])=[CH:4][CH:3]=1, predict the reactants needed to synthesize it. The reactants are: [F:1][C:2]1[CH:10]=[CH:9][C:5]([C:6](Cl)=[O:7])=[CH:4][CH:3]=1.[OH:11][C:12]1[CH:13]=[C:14]([C:18]2([OH:24])[CH2:23][CH2:22][CH2:21][NH:20][CH2:19]2)[CH:15]=[CH:16][CH:17]=1. (3) Given the product [CH3:3][CH:4]([CH3:49])[CH2:5][N:6]1[C:18]2[CH:17]=[CH:16][C:15]([C:19]3[CH:20]=[CH:21][C:22]4[N:23]([CH2:52][CH:51]=[CH2:50])[C:24]5[C:29]([C:30]=4[CH:31]=3)=[CH:28][C:27]([C:32]3[CH:33]=[CH:34][C:35]4[N:36]([CH2:45][CH:46]([CH3:48])[CH3:47])[C:37]6[C:42]([C:43]=4[CH:44]=3)=[CH:41][CH:40]=[CH:39][CH:38]=6)=[CH:26][CH:25]=5)=[CH:14][C:13]=2[C:12]2[C:7]1=[CH:8][CH:9]=[CH:10][CH:11]=2, predict the reactants needed to synthesize it. The reactants are: [OH-].[Na+].[CH3:3][CH:4]([CH3:49])[CH2:5][N:6]1[C:18]2[CH:17]=[CH:16][C:15]([C:19]3[CH:20]=[CH:21][C:22]4[NH:23][C:24]5[C:29]([C:30]=4[CH:31]=3)=[CH:28][C:27]([C:32]3[CH:33]=[CH:34][C:35]4[N:36]([CH2:45][CH:46]([CH3:48])[CH3:47])[C:37]6[C:42]([C:43]=4[CH:44]=3)=[CH:41][CH:40]=[CH:39][CH:38]=6)=[CH:26][CH:25]=5)=[CH:14][C:13]=2[C:12]2[C:7]1=[CH:8][CH:9]=[CH:10][CH:11]=2.[CH2:50](Br)[CH:51]=[CH2:52].